From a dataset of CYP3A4 inhibition data for predicting drug metabolism from PubChem BioAssay. Regression/Classification. Given a drug SMILES string, predict its absorption, distribution, metabolism, or excretion properties. Task type varies by dataset: regression for continuous measurements (e.g., permeability, clearance, half-life) or binary classification for categorical outcomes (e.g., BBB penetration, CYP inhibition). Dataset: cyp3a4_veith. (1) The drug is COc1ccc2nc(S(=O)Cc3ncc(C)c(OC)c3C)[nH]c2c1. The result is 1 (inhibitor). (2) The drug is Cc1ccc(Cl)cc1-n1c(=O)cc(N2CC(C)OC(C)C2)[nH]c1=O. The result is 0 (non-inhibitor). (3) The drug is C[C@@H](c1ccccc1)N1C(=O)[C@@H]2CC=C3C(=O)[C@H]4O[C@H]4[C@@H](O)[C@H]3[C@H]2C1=O. The result is 0 (non-inhibitor). (4) The compound is O=c1c(-c2cccs2)nc2cnc(Oc3cccc(Cl)c3)nc2n1C1CC1. The result is 0 (non-inhibitor). (5) The molecule is CCC1(C)Cc2c(sc3nnn(CC(=O)Nc4cccc5ccccc45)c(=O)c23)CO1. The result is 1 (inhibitor). (6) The compound is CC(C)(O)/C=C\C(=O)[C@](C)(O)[C@H]1[C@H](O)C[C@]2(C)[C@@H]3CC=C4[C@@H](C=C(O)C(=O)C4(C)C)[C@]3(C)C(=O)C[C@@]12C. The result is 1 (inhibitor).